This data is from Full USPTO retrosynthesis dataset with 1.9M reactions from patents (1976-2016). The task is: Predict the reactants needed to synthesize the given product. (1) Given the product [Cl:1][C:2]1[CH:10]=[C:9]2[C:5]([C:6]([C:11]3[N:12]=[C:13]4[C:19]([C:20]([NH:22][CH:23]([CH3:25])[CH3:24])=[O:21])=[CH:18][N:17]([CH2:26][O:27][CH2:28][CH2:29][Si:30]([CH3:31])([CH3:33])[CH3:32])[C:14]4=[N:15][CH:16]=3)=[N:7][N:8]2[CH2:37][C:38]2[N:39]([CH3:43])[CH:40]=[CH:41][N:42]=2)=[CH:4][CH:3]=1, predict the reactants needed to synthesize it. The reactants are: [Cl:1][C:2]1[CH:10]=[C:9]2[C:5]([C:6]([C:11]3[N:12]=[C:13]4[C:19]([C:20]([NH:22][CH:23]([CH3:25])[CH3:24])=[O:21])=[CH:18][N:17]([CH2:26][O:27][CH2:28][CH2:29][Si:30]([CH3:33])([CH3:32])[CH3:31])[C:14]4=[N:15][CH:16]=3)=[N:7][NH:8]2)=[CH:4][CH:3]=1.[H-].[Na+].Cl[CH2:37][C:38]1[N:39]([CH3:43])[CH:40]=[CH:41][N:42]=1. (2) Given the product [ClH:30].[S:27]1[C:23]([C@H:13]2[NH:14][CH2:15][C@H:10]([N:9]([O:8][CH2:1][C:2]3[CH:7]=[CH:6][CH:5]=[CH:4][CH:3]=3)[C:28]([Cl:30])=[O:29])[CH2:11][CH2:12]2)=[N:24][CH:25]=[N:26]1, predict the reactants needed to synthesize it. The reactants are: [CH2:1]([O:8][N:9]([C:28]([Cl:30])=[O:29])[C@H:10]1[CH2:15][N:14](C(OC(C)(C)C)=O)[C@H:13]([C:23]2[S:27][N:26]=[CH:25][N:24]=2)[CH2:12][CH2:11]1)[C:2]1[CH:7]=[CH:6][CH:5]=[CH:4][CH:3]=1. (3) The reactants are: [NH2:1][C@@H:2]([CH2:7][CH2:8][CH2:9][CH2:10][CH2:11][CH2:12][CH2:13][CH2:14][CH2:15][CH2:16][CH2:17][CH2:18][CH3:19])[CH2:3][C:4]([NH2:6])=[O:5].[CH:20](=O)[CH2:21][CH3:22].C([BH3-])#N.[Na+]. Given the product [CH2:20]([NH:1][C@@H:2]([CH2:7][CH2:8][CH2:9][CH2:10][CH2:11][CH2:12][CH2:13][CH2:14][CH2:15][CH2:16][CH2:17][CH2:18][CH3:19])[CH2:3][C:4]([NH2:6])=[O:5])[CH2:21][CH3:22], predict the reactants needed to synthesize it. (4) The reactants are: [CH3:1][S:2][C:3]1[CH:10]=[CH:9][CH:8]=[CH:7][C:4]=1[CH:5]=[O:6].[Br:11]Br. Given the product [Br:11][C:8]1[CH:9]=[CH:10][C:3]([S:2][CH3:1])=[C:4]([CH:7]=1)[CH:5]=[O:6], predict the reactants needed to synthesize it. (5) Given the product [F:19][C:20]1[CH:25]=[CH:24][C:23]([CH2:26][C:27]([NH:1][C:2]2[CH:6]=[CH:5][NH:4][C:3]=2[C:7]([O:9][CH2:10][CH3:11])=[O:8])=[O:28])=[CH:22][CH:21]=1, predict the reactants needed to synthesize it. The reactants are: [NH2:1][C:2]1[CH:6]=[CH:5][NH:4][C:3]=1[C:7]([O:9][CH2:10][CH3:11])=[O:8].C(N(CC)CC)C.[F:19][C:20]1[CH:25]=[CH:24][C:23]([CH2:26][C:27](Cl)=[O:28])=[CH:22][CH:21]=1.